From a dataset of Reaction yield outcomes from USPTO patents with 853,638 reactions. Predict the reaction yield, written as a fraction of the theoretical maximum amount of product (1.0 means a 100% yield; for example, 0.34 means a 34% yield). (1) The reactants are FC(F)(F)C(O)=O.C(OC([N:15]1[CH2:21][CH2:20][CH2:19][C@H:18]([N:22]([CH2:29][C:30]2[CH:35]=[C:34]([C:36]([F:39])([F:38])[F:37])[CH:33]=[C:32]([C:40]([F:43])([F:42])[F:41])[CH:31]=2)[C:23]2[N:24]=[N:25][N:26]([CH3:28])[N:27]=2)[C:17]2[CH:44]=[C:45]([CH2:52][CH3:53])[C:46]([C:48]([F:51])([F:50])[F:49])=[CH:47][C:16]1=2)=O)(C)(C)C. The catalyst is ClCCl. The product is [F:42][C:40]([F:41])([F:43])[C:32]1[CH:31]=[C:30]([CH:35]=[C:34]([C:36]([F:39])([F:38])[F:37])[CH:33]=1)[CH2:29][N:22]([C:23]1[N:24]=[N:25][N:26]([CH3:28])[N:27]=1)[C@H:18]1[CH2:19][CH2:20][CH2:21][NH:15][C:16]2[CH:47]=[C:46]([C:48]([F:49])([F:50])[F:51])[C:45]([CH2:52][CH3:53])=[CH:44][C:17]1=2. The yield is 0.980. (2) The reactants are C(OC(=O)[NH:7][CH:8]1[CH2:13][CH2:12][N:11]([C:14]2[N:15]=[N:16][C:17]([O:20][CH3:21])=[CH:18][CH:19]=2)[CH2:10][CH2:9]1)(C)(C)C.Cl.O1CCOCC1. The catalyst is C1COCC1.CO. The product is [CH3:21][O:20][C:17]1[N:16]=[N:15][C:14]([N:11]2[CH2:10][CH2:9][CH:8]([NH2:7])[CH2:13][CH2:12]2)=[CH:19][CH:18]=1. The yield is 1.00.